Dataset: Forward reaction prediction with 1.9M reactions from USPTO patents (1976-2016). Task: Predict the product of the given reaction. (1) Given the reactants [Br:1][C:2]1[N:3]([CH:30]([CH3:32])[CH3:31])[C:4]([CH:10]([C:23]2[CH:28]=[CH:27][C:26]([Cl:29])=[CH:25][CH:24]=2)[NH:11][C:12]2[CH:13]=[C:14]([CH3:22])[C:15]3[N:19]=[N:18][N:17]([CH3:20])[C:16]=3[CH:21]=2)=[C:5]([C:7](O)=[O:8])[N:6]=1, predict the reaction product. The product is: [Br:1][C:2]1[N:3]([CH:30]([CH3:31])[CH3:32])[C:4]2[CH:10]([C:23]3[CH:28]=[CH:27][C:26]([Cl:29])=[CH:25][CH:24]=3)[N:11]([C:12]3[CH:13]=[C:14]([CH3:22])[C:15]4[N:19]=[N:18][N:17]([CH3:20])[C:16]=4[CH:21]=3)[C:7](=[O:8])[C:5]=2[N:6]=1. (2) Given the reactants [CH3:1][O:2][C:3](=[O:28])[C:4]1[CH:9]=[C:8]([C:10](=[O:26])[C:11]2[CH:16]=[CH:15][C:14]([N:17]([C:19]3[CH:24]=[CH:23][C:22]([Cl:25])=[CH:21][CH:20]=3)[CH3:18])=[CH:13][N:12]=2)[CH:7]=[CH:6][C:5]=1Br.[CH3:29][Sn:30]([CH3:36])([CH3:35])[Sn:30]([CH3:36])([CH3:35])[CH3:29], predict the reaction product. The product is: [CH3:1][O:2][C:3](=[O:28])[C:4]1[CH:9]=[C:8]([C:10](=[O:26])[C:11]2[CH:16]=[CH:15][C:14]([N:17]([C:19]3[CH:24]=[CH:23][C:22]([Cl:25])=[CH:21][CH:20]=3)[CH3:18])=[CH:13][N:12]=2)[CH:7]=[CH:6][C:5]=1[Sn:30]([CH3:36])([CH3:35])[CH3:29]. (3) Given the reactants C(Cl)(=O)C(Cl)=O.CS(C)=O.[OH:11][CH2:12][C:13]1[O:14][C:15]([C:18]([CH3:21])([CH3:20])[CH3:19])=[CH:16][N:17]=1.C(N(CC)CC)C, predict the reaction product. The product is: [CH:12]([C:13]1[O:14][C:15]([C:18]([CH3:21])([CH3:20])[CH3:19])=[CH:16][N:17]=1)=[O:11]. (4) Given the reactants O[C:2]1[C:11]2[C:6](=[N:7][CH:8]=[CH:9][CH:10]=2)[N:5]([C:12]2[CH:17]=[CH:16][CH:15]=[C:14]([O:18][C:19]([F:22])([F:21])[F:20])[CH:13]=2)[C:4](=[O:23])[C:3]=1[C:24](=O)[CH2:25][C:26]1[CH:31]=[CH:30][C:29]([C:32]([F:35])([F:34])[F:33])=[CH:28][CH:27]=1.O.[NH2:38][NH2:39].C(=O)([O-])O.[Na+], predict the reaction product. The product is: [F:21][C:19]([F:20])([F:22])[O:18][C:14]1[CH:13]=[C:12]([N:5]2[C:6]3[N:7]=[CH:8][CH:9]=[CH:10][C:11]=3[C:2]3[NH:38][N:39]=[C:24]([CH2:25][C:26]4[CH:31]=[CH:30][C:29]([C:32]([F:33])([F:34])[F:35])=[CH:28][CH:27]=4)[C:3]=3[C:4]2=[O:23])[CH:17]=[CH:16][CH:15]=1.